This data is from Full USPTO retrosynthesis dataset with 1.9M reactions from patents (1976-2016). The task is: Predict the reactants needed to synthesize the given product. (1) Given the product [CH2:2]([O:5][C:6]1([CH3:35])[CH2:11][CH2:10][N:9]([C:12]2[N:17]3[CH:18]=[C:19]([C:21]4[O:23][C:54]([CH2:55][C:56]5[CH:57]=[CH:58][CH:80]=[CH:79][C:89]=5[O:72][CH2:69][CH2:44][CH:42]=[CH2:43])=[N:53][N:61]=4)[N:20]=[C:16]3[CH:15]=[C:14]([CH3:24])[C:13]=2[C@H:25]([O:30][C:31]([CH3:32])([CH3:34])[CH3:33])[C:26]([O:28][CH3:29])=[O:27])[CH2:8][CH2:7]1)[CH:3]=[CH2:4], predict the reactants needed to synthesize it. The reactants are: [Na+].[CH2:2]([O:5][C:6]1([CH3:35])[CH2:11][CH2:10][N:9]([C:12]2[N:17]3[CH:18]=[C:19]([C:21]([O-:23])=O)[N:20]=[C:16]3[CH:15]=[C:14]([CH3:24])[C:13]=2[C@H:25]([O:30][C:31]([CH3:34])([CH3:33])[CH3:32])[C:26]([O:28][CH3:29])=[O:27])[CH2:8][CH2:7]1)[CH:3]=[CH2:4].CCN([CH:42]([CH3:44])[CH3:43])C(C)C.CN(C(O[N:53]1[N:61]=N[C:55]2[CH:56]=[CH:57][CH:58]=N[C:54]1=2)=[N+](C)C)C.F[P-](F)(F)(F)(F)F.[C:69]([O-:72])(O)=O.[Na+].CC[N+](S(N=C(OC)[O-])(=O)=O)([CH2:79][CH3:80])CC.[CH3:89]N(C=O)C. (2) Given the product [CH3:1][C@H:2]1[CH2:7][CH:6](/[CH:8]=[CH:11]/[C:12]([OH:14])=[O:13])[CH2:5][CH2:4][O:3]1, predict the reactants needed to synthesize it. The reactants are: [CH3:1][C@H:2]1[CH2:7][CH:6]([CH:8]=O)[CH2:5][CH2:4][O:3]1.C(O)(=O)[CH2:11][C:12]([OH:14])=[O:13].N1CCCCC1. (3) Given the product [CH3:16][S:17]([O:8][CH2:7][CH:4]1[CH2:5][CH2:6][N:1]([S:17]([CH3:16])(=[O:19])=[O:18])[CH2:2][CH2:3]1)(=[O:19])=[O:18], predict the reactants needed to synthesize it. The reactants are: [NH:1]1[CH2:6][CH2:5][CH:4]([CH2:7][OH:8])[CH2:3][CH2:2]1.C(N(CC)CC)C.[CH3:16][S:17](Cl)(=[O:19])=[O:18]. (4) Given the product [CH2:20]([N:27]1[C:9]2=[N:10][CH:11]=[N:12][C:13]([Cl:17])=[C:14]2[CH:15]=[N:28]1)[C:21]1[CH:26]=[CH:25][CH:24]=[CH:23][CH:22]=1, predict the reactants needed to synthesize it. The reactants are: C(N(CC)CC)C.Cl[C:9]1[C:14]([CH:15]=O)=[C:13]([Cl:17])[N:12]=[CH:11][N:10]=1.Cl.Cl.[CH2:20]([NH:27][NH2:28])[C:21]1[CH:26]=[CH:25][CH:24]=[CH:23][CH:22]=1. (5) Given the product [F:35][C:32]1[CH:31]=[C:30]([C:36]#[N:37])[C:29]([C:27]2[CH:28]=[C:23]([C:2]3[C:3]4[C:8](=[N:7][C:6]([C:12]([F:15])([F:14])[F:13])=[CH:5][CH:4]=4)[N:9]=[CH:10][CH:11]=3)[CH:24]=[CH:25][C:26]=2[F:38])=[CH:34][CH:33]=1, predict the reactants needed to synthesize it. The reactants are: Cl[C:2]1[CH:11]=[CH:10][N:9]=[C:8]2[C:3]=1[CH:4]=[CH:5][C:6]([C:12]([F:15])([F:14])[F:13])=[N:7]2.CC1(C)COB([C:23]2[CH:24]=[CH:25][C:26]([F:38])=[C:27]([C:29]3[C:30]([C:36]#[N:37])=[CH:31][C:32]([F:35])=[CH:33][CH:34]=3)[CH:28]=2)OC1. (6) Given the product [OH:2][C:3]1[CH:4]=[C:5]([CH:9]2[CH2:15][CH2:14][CH2:13][CH2:12][N:11]([CH3:16])[C:10]2=[O:17])[CH:6]=[CH:7][CH:8]=1, predict the reactants needed to synthesize it. The reactants are: C[O:2][C:3]1[CH:4]=[C:5]([CH:9]2[CH2:15][CH2:14][CH2:13][CH2:12][N:11]([CH3:16])[C:10]2=[O:17])[CH:6]=[CH:7][CH:8]=1. (7) Given the product [Br:23][C:24]1[CH:29]=[C:28]([N+:30]([O-:32])=[O:31])[CH:27]=[C:26]([Br:33])[C:25]=1[O:34][C:15]1[CH:16]=[CH:17][C:18]([O:21][CH3:22])=[C:19]([CH:40]([CH3:41])[CH3:42])[CH:20]=1, predict the reactants needed to synthesize it. The reactants are: F[B-](F)(F)F.[CH3:22][O:21][C:18]1[CH:19]=[CH:20][C:15]([I+][C:15]2[CH:20]=[CH:19][C:18]([O:21][CH3:22])=[CH:17][CH:16]=2)=[CH:16][CH:17]=1.[Br:23][C:24]1[CH:29]=[C:28]([N+:30]([O-:32])=[O:31])[CH:27]=[C:26]([Br:33])[C:25]=1[OH:34].CCN([CH2:40][CH3:41])CC.[CH2:42](Cl)Cl. (8) Given the product [C:14]([O:18][C:19]([N:21]1[C:30]2[C:25](=[CH:26][CH:27]=[C:28]([CH2:31][CH2:32][O:33][C:34]3[CH:35]=[C:36]4[C:40](=[CH:41][CH:42]=3)[N:39]([C:5]([C:6]3[CH:11]=[CH:10][CH:9]=[CH:8][C:7]=3[Cl:12])=[CH:4][C:3]([O:2][CH3:1])=[O:13])[CH:38]=[CH:37]4)[N:29]=2)[CH2:24][CH2:23][CH2:22]1)=[O:20])([CH3:17])([CH3:15])[CH3:16], predict the reactants needed to synthesize it. The reactants are: [CH3:1][O:2][C:3](=[O:13])[C:4]#[C:5][C:6]1[CH:11]=[CH:10][CH:9]=[CH:8][C:7]=1[Cl:12].[C:14]([O:18][C:19]([N:21]1[C:30]2[C:25](=[CH:26][CH:27]=[C:28]([CH2:31][CH2:32][O:33][C:34]3[CH:35]=[C:36]4[C:40](=[CH:41][CH:42]=3)[NH:39][CH:38]=[CH:37]4)[N:29]=2)[CH2:24][CH2:23][CH2:22]1)=[O:20])([CH3:17])([CH3:16])[CH3:15]. (9) Given the product [Cl:3][C:4]1[CH:5]=[C:6]([C:14]([OH:16])=[O:15])[CH:7]=[N:8][C:9]=1[O:10][CH:11]([CH3:13])[CH3:12], predict the reactants needed to synthesize it. The reactants are: [OH-].[Na+].[Cl:3][C:4]1[CH:5]=[C:6]([C:14]([O:16]C(C)C)=[O:15])[CH:7]=[N:8][C:9]=1[O:10][CH:11]([CH3:13])[CH3:12].C(Cl)Cl. (10) Given the product [CH3:1][C:2]1[S:9][C:8]2[CH:7]=[CH:6][N:5]([CH2:10][C:11]3[CH:16]=[CH:15][C:14]([C:17]([F:19])([F:20])[F:18])=[CH:13][CH:12]=3)[C:4]=2[C:3]=1[C:21]([NH:36][C:33]1([C:30]2[CH:31]=[CH:32][C:27]([C:26]([OH:37])=[O:25])=[CH:28][CH:29]=2)[CH2:35][CH2:34]1)=[O:22], predict the reactants needed to synthesize it. The reactants are: [CH3:1][C:2]1[S:9][C:8]2[CH:7]=[CH:6][N:5]([CH2:10][C:11]3[CH:16]=[CH:15][C:14]([C:17]([F:20])([F:19])[F:18])=[CH:13][CH:12]=3)[C:4]=2[C:3]=1[C:21](O)=[O:22].C[O:25][C:26](=[O:37])[C:27]1[CH:32]=[CH:31][C:30]([C:33]2([NH2:36])[CH2:35][CH2:34]2)=[CH:29][CH:28]=1.CN(C(ON1N=NC2C=CC=NC1=2)=[N+](C)C)C.F[P-](F)(F)(F)(F)F.N(CC)(CCC)CCC.[Li+].[OH-].